This data is from Full USPTO retrosynthesis dataset with 1.9M reactions from patents (1976-2016). The task is: Predict the reactants needed to synthesize the given product. (1) Given the product [CH2:25]([O:20][CH:17]1[CH2:16][CH2:15][CH:14]([CH2:13][C@H:9]([NH:8][C:6]([O:5][C:1]([CH3:4])([CH3:2])[CH3:3])=[O:7])[C:10]([OH:12])=[O:11])[CH2:19][CH2:18]1)[CH:24]=[CH2:23], predict the reactants needed to synthesize it. The reactants are: [C:1]([O:5][C:6]([NH:8][C@@H:9]([CH2:13][CH:14]1[CH2:19][CH2:18][CH:17]([OH:20])[CH2:16][CH2:15]1)[C:10]([OH:12])=[O:11])=[O:7])([CH3:4])([CH3:3])[CH3:2].[H-].[Na+].[CH2:23](Br)[CH:24]=[CH2:25]. (2) Given the product [CH2:34]1[CH:38]2[CH2:39][NH:40][CH2:41][CH:37]2[CH2:36][N:35]1[C:2]1[C:21]([C:22]2[CH:27]=[N:26][CH:25]=[N:24][CH:23]=2)=[CH:20][C:5]([C:6]([NH:8][C:9]2[CH:10]=[CH:11][C:12]([O:15][C:16]([F:19])([F:18])[F:17])=[CH:13][CH:14]=2)=[O:7])=[CH:4][N:3]=1, predict the reactants needed to synthesize it. The reactants are: Cl[C:2]1[C:21]([C:22]2[CH:23]=[N:24][CH:25]=[N:26][CH:27]=2)=[CH:20][C:5]([C:6]([NH:8][C:9]2[CH:14]=[CH:13][C:12]([O:15][C:16]([F:19])([F:18])[F:17])=[CH:11][CH:10]=2)=[O:7])=[CH:4][N:3]=1.C([O-])([O-])=O.[K+].[K+].[CH2:34]1[CH:38]2[CH2:39][NH:40][CH2:41][CH:37]2[CH2:36][N:35]1C(OC(C)(C)C)=O. (3) Given the product [O:22]1[CH:26]=[CH:25][C:24]([CH:27]=[CH:29][CH2:30][OH:20])=[CH:23]1, predict the reactants needed to synthesize it. The reactants are: C1(P(C2C=CC=CC=2)C2C=CC=CC=2)C=CC=CC=1.[OH-:20].[Na+].[O:22]1[CH:26]=[CH:25][C:24]([C:27]([CH:29]=[CH2:30])=O)=[CH:23]1.[H][H]. (4) Given the product [F:1][C:2]1[CH:27]=[CH:26][C:5]([O:6][C:7]2[CH:12]=[CH:11][C:10]([S:13]([NH:16][CH2:17][CH2:18][C:19]3[CH:24]=[CH:23][CH:22]=[CH:21][C:20]=3[O:25][CH2:66][CH2:65][N:59]3[CH2:64][CH2:63][CH2:62][CH2:61][CH2:60]3)(=[O:15])=[O:14])=[CH:9][CH:8]=2)=[CH:4][CH:3]=1, predict the reactants needed to synthesize it. The reactants are: [F:1][C:2]1[CH:27]=[CH:26][C:5]([O:6][C:7]2[CH:12]=[CH:11][C:10]([S:13]([NH:16][CH2:17][CH2:18][C:19]3[CH:24]=[CH:23][CH:22]=[CH:21][C:20]=3[OH:25])(=[O:15])=[O:14])=[CH:9][CH:8]=2)=[CH:4][CH:3]=1.C1(P(C2C=CC=CC=2)C2C=CC=CC=2)C=CC=CC=1.CCOC(/N=N/C(OCC)=O)=O.[N:59]1([CH2:65][CH2:66]O)[CH2:64][CH2:63][CH2:62][CH2:61][CH2:60]1.FC1C=CC(OC2C=CC(S(N3CCC4C(=CC=C(OCCCN5CCN(C)CC5)C=4)C3C(OC)=O)(=O)=O)=CC=2)=CC=1. (5) Given the product [C:15]([C:13]1[CH:12]=[CH:11][C:3]([C:4]([O:6][C:7]([CH3:8])([CH3:9])[CH3:10])=[O:5])=[C:2]([CH3:1])[CH:14]=1)#[CH:16], predict the reactants needed to synthesize it. The reactants are: [CH3:1][C:2]1[CH:14]=[C:13]([C:15]#[C:16][Si](C)(C)C)[CH:12]=[CH:11][C:3]=1[C:4]([O:6][C:7]([CH3:10])([CH3:9])[CH3:8])=[O:5].C(=O)([O-])[O-].[K+].[K+].O. (6) Given the product [CH:36]1([C:39]#[C:40][C:7]2[CH:12]=[CH:11][C:10]([N:13]3[CH:18]=[C:17]([O:19][CH3:20])[C:16](=[O:21])[C:15]([C:22]4[N:26]([C:27]5[CH:28]=[CH:29][CH:30]=[CH:31][CH:32]=5)[N:25]=[CH:24][CH:23]=4)=[N:14]3)=[C:9]([F:33])[CH:8]=2)[CH2:38][CH2:37]1, predict the reactants needed to synthesize it. The reactants are: FC(F)(F)S(O[C:7]1[CH:12]=[CH:11][C:10]([N:13]2[CH:18]=[C:17]([O:19][CH3:20])[C:16](=[O:21])[C:15]([C:22]3[N:26]([C:27]4[CH:32]=[CH:31][CH:30]=[CH:29][CH:28]=4)[N:25]=[CH:24][CH:23]=3)=[N:14]2)=[C:9]([F:33])[CH:8]=1)(=O)=O.[CH:36]1([CH:39]=[CH2:40])[CH2:38][CH2:37]1.CCN(C(C)C)C(C)C. (7) Given the product [Br:1][C:2]1[CH:3]=[C:4]([S:8]([Cl:13])(=[O:11])=[O:9])[CH:5]=[N:6][CH:7]=1, predict the reactants needed to synthesize it. The reactants are: [Br:1][C:2]1[CH:3]=[C:4]([S:8]([OH:11])(=O)=[O:9])[CH:5]=[N:6][CH:7]=1.P(Cl)(Cl)(Cl)(Cl)[Cl:13].P(Cl)(Cl)(Cl)=O.C([O-])(O)=O.[Na+].[Na+].[Cl-]. (8) Given the product [NH:8]1[CH2:11][CH:10]([N:12]2[CH2:17][CH2:16][N:15]([CH3:18])[C@H:14]([CH3:19])[CH2:13]2)[CH2:9]1, predict the reactants needed to synthesize it. The reactants are: C1(C(C2C=CC=CC=2)[N:8]2[CH2:11][CH:10]([N:12]3[CH2:17][CH2:16][N:15]([CH3:18])[C@H:14]([CH3:19])[CH2:13]3)[CH2:9]2)C=CC=CC=1.